This data is from Full USPTO retrosynthesis dataset with 1.9M reactions from patents (1976-2016). The task is: Predict the reactants needed to synthesize the given product. (1) Given the product [Br:1][C:2]1[N:3]=[C:4]([N+:7]([O-:9])=[O:8])[N:5]([CH2:11][C:12]2[CH:17]=[CH:16][C:15]([O:18][CH3:19])=[CH:14][CH:13]=2)[N:6]=1, predict the reactants needed to synthesize it. The reactants are: [Br:1][C:2]1[NH:6][N:5]=[C:4]([N+:7]([O-:9])=[O:8])[N:3]=1.Cl[CH2:11][C:12]1[CH:17]=[CH:16][C:15]([O:18][CH3:19])=[CH:14][CH:13]=1.C(N(CC)C(C)C)(C)C.[I-].[K+]. (2) Given the product [NH:14]1[C:22]2[C:17](=[CH:18][CH:19]=[CH:20][CH:21]=2)[CH2:16][CH2:15]1, predict the reactants needed to synthesize it. The reactants are: ClC1N=C2NC(=O)C3(CC3)C2=CC=1.[NH:14]1[C:22]2[C:17](=[CH:18][CH:19]=[CH:20][CH:21]=2)[CH2:16][C:15]1=O.[H-].[H-].[H-].[H-].[Li+].[Al+3]. (3) Given the product [CH3:1][C:2]1[C:6]([C:7]2[CH:8]=[C:9]3[C:15]([S:16][C:17]4[CH:18]=[CH:19][CH:20]=[CH:21][CH:22]=4)=[CH:14][N:13]([C:25]4[CH:26]=[N:27][N:28]([CH3:30])[CH:29]=4)[C:10]3=[N:11][CH:12]=2)=[C:5]([CH3:23])[O:4][N:3]=1, predict the reactants needed to synthesize it. The reactants are: [CH3:1][C:2]1[C:6]([C:7]2[CH:8]=[C:9]3[C:15]([S:16][C:17]4[CH:22]=[CH:21][CH:20]=[CH:19][CH:18]=4)=[CH:14][NH:13][C:10]3=[N:11][CH:12]=2)=[C:5]([CH3:23])[O:4][N:3]=1.Br[C:25]1[CH:26]=[N:27][N:28]([CH3:30])[CH:29]=1.CNCCNC.[O-]P([O-])([O-])=O.[K+].[K+].[K+].C(=O)([O-])[O-].[K+].[K+]. (4) Given the product [OH:4][CH2:5][C@@H:6]1[C@@H:11]([OH:12])[C@H:10]([OH:16])[C@H:9]([OH:17])[C@@H:8]([C:18]2[CH:23]=[CH:22][CH:21]=[C:20]([O:24][C:33]3[N:38]=[CH:37][CH:36]=[CH:35][N:34]=3)[CH:19]=2)[O:7]1, predict the reactants needed to synthesize it. The reactants are: C([O:4][CH2:5][C@@H:6]1[C@@H:11]([O:12]C(=O)C)[C@H:10]([OH:16])[C@H:9]([OH:17])[C@@H:8]([C:18]2[CH:23]=[CH:22][CH:21]=[C:20]([O:24][Si](C(C)(C)C)(C)C)[CH:19]=2)[O:7]1)(=O)C.Cl[C:33]1[N:38]=[CH:37][CH:36]=[CH:35][N:34]=1. (5) Given the product [N+:8]([C:5]1[CH:6]=[CH:7][C:2]([C:14]2[CH:15]=[CH:16][N:11]=[CH:12][CH:13]=2)=[CH:3][CH:4]=1)([O-:10])=[O:9], predict the reactants needed to synthesize it. The reactants are: Br[C:2]1[CH:7]=[CH:6][C:5]([N+:8]([O-:10])=[O:9])=[CH:4][CH:3]=1.[N:11]1[CH:16]=[CH:15][C:14](B(O)O)=[CH:13][CH:12]=1.C([O-])([O-])=O.[Na+].[Na+].COCCOC.